Dataset: Forward reaction prediction with 1.9M reactions from USPTO patents (1976-2016). Task: Predict the product of the given reaction. (1) Given the reactants CS(O[CH2:6][CH2:7][CH2:8][C:9]1[N:13]([C:14]2[CH:19]=[CH:18][C:17]([C:20]([NH:22][CH2:23][CH3:24])=[O:21])=[CH:16][CH:15]=2)[N:12]=[N:11][C:10]=1[C:25]([NH:27][CH:28]1[CH2:30][CH2:29]1)=[O:26])(=O)=O.[C-:31]#[N:32].[K+], predict the reaction product. The product is: [C:31]([CH2:6][CH2:7][CH2:8][C:9]1[N:13]([C:14]2[CH:19]=[CH:18][C:17]([C:20]([NH:22][CH2:23][CH3:24])=[O:21])=[CH:16][CH:15]=2)[N:12]=[N:11][C:10]=1[C:25]([NH:27][CH:28]1[CH2:30][CH2:29]1)=[O:26])#[N:32]. (2) Given the reactants [CH2:1]([N:8]1[CH2:13][CH2:12][CH:11]([N:14]([CH3:31])[C:15]([N:17]2[CH:21]=[C:20]([C:22]3[CH:27]=[CH:26][CH:25]=[C:24]([N+:28]([O-])=O)[CH:23]=3)[N:19]=[CH:18]2)=[O:16])[CH2:10][CH2:9]1)[C:2]1[CH:7]=[CH:6][CH:5]=[CH:4][CH:3]=1, predict the reaction product. The product is: [NH2:28][C:24]1[CH:23]=[C:22]([C:20]2[N:19]=[CH:18][N:17]([C:15]([N:14]([CH:11]3[CH2:12][CH2:13][N:8]([CH2:1][C:2]4[CH:3]=[CH:4][CH:5]=[CH:6][CH:7]=4)[CH2:9][CH2:10]3)[CH3:31])=[O:16])[CH:21]=2)[CH:27]=[CH:26][CH:25]=1. (3) Given the reactants N.C(OC([N:12]1[CH2:17][CH2:16][CH2:15][CH2:14][CH:13]1[C:18]([OH:20])=O)=O)C1C=CC=CC=1.O[N:22]1C2C=CC=CC=2N=N1.Cl.CN(C)CCCN=C=NCC, predict the reaction product. The product is: [NH:12]1[CH2:17][CH2:16][CH2:15][CH2:14][CH:13]1[C:18]([NH2:22])=[O:20].